Task: Predict the product of the given reaction.. Dataset: Forward reaction prediction with 1.9M reactions from USPTO patents (1976-2016) (1) The product is: [CH3:16][C:12]1[CH:11]=[CH:10][C:9]([NH:8][C:4]2[N:3]=[C:2]([NH2:1])[CH:7]=[CH:6][N:5]=2)=[CH:14][C:13]=1[O:15][CH2:24][CH:25]=[C:26]([CH3:28])[CH3:27]. Given the reactants [NH2:1][C:2]1[CH:7]=[CH:6][N:5]=[C:4]([NH:8][C:9]2[CH:10]=[CH:11][C:12]([CH3:16])=[C:13]([OH:15])[CH:14]=2)[N:3]=1.C([O-])([O-])=O.[Cs+].[Cs+].Br[CH2:24][CH:25]=[C:26]([CH3:28])[CH3:27], predict the reaction product. (2) Given the reactants [C:1]([O:5][C:6]([N:8]1[CH2:13][C@H:12]2[C@H:10]([CH2:11]2)[C@H:9]1[CH2:14][NH2:15])=[O:7])([CH3:4])([CH3:3])[CH3:2].[CH2:16]([N:18]1[C:22]([C:23](O)=[O:24])=[CH:21][C:20]([CH3:26])=[N:19]1)[CH3:17], predict the reaction product. The product is: [C:1]([O:5][C:6]([N:8]1[CH2:13][C@H:12]2[C@H:10]([CH2:11]2)[C@H:9]1[CH2:14][NH:15][C:23]([C:22]1[N:18]([CH2:16][CH3:17])[N:19]=[C:20]([CH3:26])[CH:21]=1)=[O:24])=[O:7])([CH3:4])([CH3:3])[CH3:2].